From a dataset of Forward reaction prediction with 1.9M reactions from USPTO patents (1976-2016). Predict the product of the given reaction. (1) Given the reactants [CH2:1]([O:8][C:9]1[C:14]([O:15][CH2:16][C:17]2[CH:22]=[CH:21][CH:20]=[CH:19][CH:18]=2)=[CH:13][CH:12]=[CH:11][C:10]=1[C:23]1[S:24][CH:25]=[C:26]([C:28]([O:30]CC)=[O:29])[N:27]=1)[C:2]1[CH:7]=[CH:6][CH:5]=[CH:4][CH:3]=1.[OH-].[Na+], predict the reaction product. The product is: [CH2:1]([O:8][C:9]1[C:14]([O:15][CH2:16][C:17]2[CH:22]=[CH:21][CH:20]=[CH:19][CH:18]=2)=[CH:13][CH:12]=[CH:11][C:10]=1[C:23]1[S:24][CH:25]=[C:26]([C:28]([OH:30])=[O:29])[N:27]=1)[C:2]1[CH:7]=[CH:6][CH:5]=[CH:4][CH:3]=1. (2) Given the reactants [OH:1][C:2]1[CH:3]=[C:4]([CH:7]=[CH:8][C:9]=1[OH:10])[CH:5]=[O:6].CI.[C:13](=O)([O-])[O-].[Li+].[Li+], predict the reaction product. The product is: [OH:1][C:2]1[CH:3]=[C:4]([CH:7]=[CH:8][C:9]=1[O:10][CH3:13])[CH:5]=[O:6]. (3) The product is: [CH2:14]([NH:18][C:1](=[O:13])[CH2:2][CH2:3][CH2:4][CH2:5][CH2:6][CH2:7][CH2:8][CH2:9][CH:10]=[CH2:11])[CH2:15][CH:16]=[CH2:17]. Given the reactants [C:1]([OH:13])(=O)[CH2:2][CH2:3][CH2:4][CH2:5][CH2:6][CH2:7][CH2:8][CH2:9][CH:10]=[CH2:11].[CH2:14]([NH2:18])[CH2:15][CH:16]=[CH2:17], predict the reaction product. (4) Given the reactants [OH:1][C:2]1[C:10]2[O:9][CH2:8][CH:7]([C:11]3[CH:16]=[CH:15][C:14]([CH:17]([CH3:19])[CH3:18])=[CH:13][CH:12]=3)[C:6]=2[C:5]([CH3:20])=[C:4]([NH:21][C:22](=[O:28])[CH2:23][C:24]([CH3:27])([CH3:26])[CH3:25])[C:3]=1[CH3:29].C(=O)([O-])[O-].[K+].[K+].S(OCC)(O[CH2:40][CH3:41])(=O)=O.O, predict the reaction product. The product is: [CH2:40]([O:1][C:2]1[C:10]2[O:9][CH2:8][CH:7]([C:11]3[CH:12]=[CH:13][C:14]([CH:17]([CH3:18])[CH3:19])=[CH:15][CH:16]=3)[C:6]=2[C:5]([CH3:20])=[C:4]([NH:21][C:22](=[O:28])[CH2:23][C:24]([CH3:27])([CH3:26])[CH3:25])[C:3]=1[CH3:29])[CH3:41]. (5) Given the reactants Cl.Cl.[NH2:3][CH2:4][C:5]1([NH2:8])[CH2:7][CH2:6]1.Cl[C:10]1[CH:15]=[CH:14][C:13]([C:16]#[N:17])=[CH:12][N:11]=1.C(=O)([O-])[O-].[K+].[K+].O1CCOCC1, predict the reaction product. The product is: [C:16]([C:13]1[CH:14]=[CH:15][C:10]([NH:3][CH2:4][C:5]2([NH2:8])[CH2:7][CH2:6]2)=[N:11][CH:12]=1)#[N:17]. (6) Given the reactants COC1C=CC(C[N:8]2[C:12]3=[N:13][CH:14]=[CH:15][C:16]([O:17][C:18]4[CH:23]=[CH:22][C:21]([NH:24][C:25]([C:27]5[C:28](=[O:40])[N:29]([C:33]6[CH:38]=[CH:37][C:36]([F:39])=[CH:35][CH:34]=6)[N:30]=[CH:31][CH:32]=5)=[O:26])=[CH:20][C:19]=4[F:41])=[C:11]3[C:10]([NH:42][C@H:43]3[CH2:48][CH2:47][N:46]([CH2:49][CH3:50])[CH2:45][C@H:44]3[F:51])=[N:9]2)=CC=1.FC(F)(F)C(O)=O, predict the reaction product. The product is: [CH2:49]([N:46]1[CH2:47][CH2:48][C@H:43]([NH:42][C:10]2[C:11]3[C:12](=[N:13][CH:14]=[CH:15][C:16]=3[O:17][C:18]3[CH:23]=[CH:22][C:21]([NH:24][C:25]([C:27]4[C:28](=[O:40])[N:29]([C:33]5[CH:34]=[CH:35][C:36]([F:39])=[CH:37][CH:38]=5)[N:30]=[CH:31][CH:32]=4)=[O:26])=[CH:20][C:19]=3[F:41])[NH:8][N:9]=2)[C@H:44]([F:51])[CH2:45]1)[CH3:50].